From a dataset of Full USPTO retrosynthesis dataset with 1.9M reactions from patents (1976-2016). Predict the reactants needed to synthesize the given product. The reactants are: [C:1]([C@H:5]1[C:31](=[O:32])[N:30]2[CH2:33][C@@H:27]([CH2:28][C@H:29]2[C:34]([O:36]C)=[O:35])[O:26][C:25]2[C:16](=[N:17][C:18]3[C:23]([CH:24]=2)=[CH:22][C:21]([O:38][CH3:39])=[CH:20][CH:19]=3)[CH:15]=[CH:14][CH2:13][CH2:12][CH2:11][C@@H:10]2[CH2:40][CH2:41][CH2:42][C@H:9]2[O:8][C:7](=[O:43])[NH:6]1)([CH3:4])([CH3:3])[CH3:2].CO.O[Li].O. Given the product [C:1]([C@H:5]1[C:31](=[O:32])[N:30]2[CH2:33][C@@H:27]([CH2:28][C@H:29]2[C:34]([OH:36])=[O:35])[O:26][C:25]2[C:16](=[N:17][C:18]3[C:23]([CH:24]=2)=[CH:22][C:21]([O:38][CH3:39])=[CH:20][CH:19]=3)[CH2:15][CH2:14][CH2:13][CH2:12][CH2:11][C@@H:10]2[CH2:40][CH2:41][CH2:42][C@H:9]2[O:8][C:7](=[O:43])[NH:6]1)([CH3:4])([CH3:2])[CH3:3], predict the reactants needed to synthesize it.